This data is from Peptide-MHC class II binding affinity with 134,281 pairs from IEDB. The task is: Regression. Given a peptide amino acid sequence and an MHC pseudo amino acid sequence, predict their binding affinity value. This is MHC class II binding data. (1) The peptide sequence is GDLYIFESRAICKYA. The MHC is DRB1_0401 with pseudo-sequence DRB1_0401. The binding affinity (normalized) is 0.353. (2) The peptide sequence is VWQHDRVEIIANDQG. The MHC is DRB1_0101 with pseudo-sequence DRB1_0101. The binding affinity (normalized) is 0.480. (3) The peptide sequence is KQENWNTDIKTLKFD. The MHC is HLA-DQA10501-DQB10402 with pseudo-sequence HLA-DQA10501-DQB10402. The binding affinity (normalized) is 0.284.